This data is from Catalyst prediction with 721,799 reactions and 888 catalyst types from USPTO. The task is: Predict which catalyst facilitates the given reaction. (1) Reactant: Cl[CH2:2][CH2:3][C:4]1[C:9](=[O:10])[N:8]2[CH2:11][CH2:12][CH2:13][CH:14]([OH:15])[C:7]2=[N:6][C:5]=1[CH3:16].Cl.[F:18][C:19]1[CH:33]=[CH:32][C:22]2[C:23]([CH:26]3[CH2:31][CH2:30][NH:29][CH2:28][CH2:27]3)=[N:24][O:25][C:21]=2[CH:20]=1.C(NC(C)C)(C)C. Product: [F:18][C:19]1[CH:33]=[CH:32][C:22]2[C:23]([CH:26]3[CH2:27][CH2:28][N:29]([CH2:2][CH2:3][C:4]4[C:9](=[O:10])[N:8]5[CH2:11][CH2:12][CH2:13][CH:14]([OH:15])[C:7]5=[N:6][C:5]=4[CH3:16])[CH2:30][CH2:31]3)=[N:24][O:25][C:21]=2[CH:20]=1. The catalyst class is: 5. (2) The catalyst class is: 2. Reactant: C([O:8][CH:9]1[CH2:12][C:11]([NH:14][C:15]([N:17]2[CH2:22][CH2:21][N:20]3[N:23]=[C:24]([C:29]4[CH:34]=[CH:33][C:32]([F:35])=[C:31]([Cl:36])[CH:30]=4)[C:25]([C:26]([NH2:28])=[O:27])=[C:19]3[CH2:18]2)=[O:16])([CH3:13])[CH2:10]1)C1C=CC=CC=1.B(Cl)(Cl)Cl. Product: [Cl:36][C:31]1[CH:30]=[C:29]([C:24]2[C:25]([C:26]([NH2:28])=[O:27])=[C:19]3[CH2:18][N:17]([C:15]([NH:14][C:11]4([CH3:13])[CH2:10][CH:9]([OH:8])[CH2:12]4)=[O:16])[CH2:22][CH2:21][N:20]3[N:23]=2)[CH:34]=[CH:33][C:32]=1[F:35]. (3) Reactant: C(=O)([O-])[O-].[Cs+].[Cs+].F[C:8]1[CH:9]=[CH:10][C:11]2[N:12]([C:14]([C:17]3[S:21][C:20]([C:22](=[O:24])[CH3:23])=[CH:19][CH:18]=3)=[CH:15][N:16]=2)[N:13]=1.[C:25]([O:29][C:30](=[O:37])[N:31]([CH2:33][CH2:34][CH2:35][NH2:36])[CH3:32])([CH3:28])([CH3:27])[CH3:26]. Product: [C:25]([O:29][C:30](=[O:37])[N:31]([CH2:33][CH2:34][CH2:35][NH:36][C:8]1[CH:9]=[CH:10][C:11]2[N:12]([C:14]([C:17]3[S:21][C:20]([C:22](=[O:24])[CH3:23])=[CH:19][CH:18]=3)=[CH:15][N:16]=2)[N:13]=1)[CH3:32])([CH3:28])([CH3:26])[CH3:27]. The catalyst class is: 9.